From a dataset of NCI-60 drug combinations with 297,098 pairs across 59 cell lines. Regression. Given two drug SMILES strings and cell line genomic features, predict the synergy score measuring deviation from expected non-interaction effect. (1) Drug 1: CC1C(C(CC(O1)OC2CC(CC3=C2C(=C4C(=C3O)C(=O)C5=C(C4=O)C(=CC=C5)OC)O)(C(=O)CO)O)N)O.Cl. Drug 2: C1=CC(=CC=C1CC(C(=O)O)N)N(CCCl)CCCl.Cl. Cell line: SN12C. Synergy scores: CSS=16.2, Synergy_ZIP=-8.58, Synergy_Bliss=-0.803, Synergy_Loewe=-2.58, Synergy_HSA=-0.900. (2) Drug 1: CS(=O)(=O)CCNCC1=CC=C(O1)C2=CC3=C(C=C2)N=CN=C3NC4=CC(=C(C=C4)OCC5=CC(=CC=C5)F)Cl. Drug 2: CC(C)NC(=O)C1=CC=C(C=C1)CNNC.Cl. Cell line: U251. Synergy scores: CSS=-3.66, Synergy_ZIP=1.02, Synergy_Bliss=-3.95, Synergy_Loewe=-3.12, Synergy_HSA=-6.52. (3) Synergy scores: CSS=15.9, Synergy_ZIP=-6.08, Synergy_Bliss=2.50, Synergy_Loewe=-4.78, Synergy_HSA=2.00. Drug 1: C1=CN(C(=O)N=C1N)C2C(C(C(O2)CO)O)O.Cl. Drug 2: CS(=O)(=O)OCCCCOS(=O)(=O)C. Cell line: 786-0. (4) Drug 2: C(CN)CNCCSP(=O)(O)O. Synergy scores: CSS=19.4, Synergy_ZIP=-3.21, Synergy_Bliss=-0.955, Synergy_Loewe=-60.9, Synergy_HSA=0.441. Cell line: MALME-3M. Drug 1: CC1CCC2CC(C(=CC=CC=CC(CC(C(=O)C(C(C(=CC(C(=O)CC(OC(=O)C3CCCCN3C(=O)C(=O)C1(O2)O)C(C)CC4CCC(C(C4)OC)OCCO)C)C)O)OC)C)C)C)OC. (5) Drug 1: CC1C(C(=O)NC(C(=O)N2CCCC2C(=O)N(CC(=O)N(C(C(=O)O1)C(C)C)C)C)C(C)C)NC(=O)C3=C4C(=C(C=C3)C)OC5=C(C(=O)C(=C(C5=N4)C(=O)NC6C(OC(=O)C(N(C(=O)CN(C(=O)C7CCCN7C(=O)C(NC6=O)C(C)C)C)C)C(C)C)C)N)C. Drug 2: COCCOC1=C(C=C2C(=C1)C(=NC=N2)NC3=CC=CC(=C3)C#C)OCCOC.Cl. Cell line: A498. Synergy scores: CSS=20.6, Synergy_ZIP=-3.82, Synergy_Bliss=-2.44, Synergy_Loewe=0.0133, Synergy_HSA=0.932. (6) Drug 1: C1=CC(=CC=C1C#N)C(C2=CC=C(C=C2)C#N)N3C=NC=N3. Drug 2: CC1CCC2CC(C(=CC=CC=CC(CC(C(=O)C(C(C(=CC(C(=O)CC(OC(=O)C3CCCCN3C(=O)C(=O)C1(O2)O)C(C)CC4CCC(C(C4)OC)O)C)C)O)OC)C)C)C)OC. Cell line: OVCAR-4. Synergy scores: CSS=-2.80, Synergy_ZIP=2.26, Synergy_Bliss=3.88, Synergy_Loewe=-7.58, Synergy_HSA=-3.61. (7) Drug 1: CC1C(C(CC(O1)OC2CC(CC3=C2C(=C4C(=C3O)C(=O)C5=C(C4=O)C(=CC=C5)OC)O)(C(=O)CO)O)N)O.Cl. Drug 2: C1CCC(C(C1)N)N.C(=O)(C(=O)[O-])[O-].[Pt+4]. Cell line: HL-60(TB). Synergy scores: CSS=40.5, Synergy_ZIP=1.41, Synergy_Bliss=2.86, Synergy_Loewe=4.07, Synergy_HSA=4.75.